From a dataset of Reaction yield outcomes from USPTO patents with 853,638 reactions. Predict the reaction yield, written as a fraction of the theoretical maximum amount of product (1.0 means a 100% yield; for example, 0.34 means a 34% yield). (1) The reactants are [F:1][C:2]1[CH:3]=[CH:4][C:5]2[N:9]=[N:8][NH:7][C:6]=2[CH:10]=1.[OH-].[Na+].[Cl:13][CH2:14][CH2:15][CH2:16]Br. The catalyst is [Br-].C([N+](CCCC)(CCCC)CCCC)CCC. The product is [Cl:13][CH2:14][CH2:15][CH2:16][N:7]1[C:6]2[CH:10]=[C:2]([F:1])[CH:3]=[CH:4][C:5]=2[N:9]=[N:8]1. The yield is 0.323. (2) The reactants are O[C:2]1([C:17]([F:20])([F:19])[F:18])[CH2:15][C:14](=[O:16])[NH:13][C:12]2[C:3]1=[C:4]1[C:9](=[CH:10][CH:11]=2)[S:8][CH2:7][CH2:6][NH:5]1.C(=O)([O-])[O-].[Na+].[Na+]. The catalyst is S(=O)(=O)(O)O. The product is [F:19][C:17]([F:18])([F:20])[C:2]1[C:3]2[C:12]([NH:13][C:14](=[O:16])[CH:15]=1)=[CH:11][CH:10]=[C:9]1[C:4]=2[NH:5][CH2:6][CH2:7][S:8]1. The yield is 1.00. (3) The reactants are [NH:1]([C:8]1[N:9]([C:21]2[CH:26]=[CH:25][CH:24]=[CH:23][CH:22]=2)[C:10]2[C:15]([C:16](=[O:18])[CH:17]=1)=[CH:14][C:13]([F:19])=[C:12](Cl)[N:11]=2)[C:2]1[CH:7]=[CH:6][CH:5]=[CH:4][CH:3]=1.[Cl-].C[Zn+].[CH2:30](N(CC(O)=O)CC(O)=O)CN(CC(O)=O)CC(O)=O. The catalyst is C1COCC1.O.C1C=CC([P]([Pd]([P](C2C=CC=CC=2)(C2C=CC=CC=2)C2C=CC=CC=2)([P](C2C=CC=CC=2)(C2C=CC=CC=2)C2C=CC=CC=2)[P](C2C=CC=CC=2)(C2C=CC=CC=2)C2C=CC=CC=2)(C2C=CC=CC=2)C2C=CC=CC=2)=CC=1. The product is [NH:1]([C:8]1[N:9]([C:21]2[CH:26]=[CH:25][CH:24]=[CH:23][CH:22]=2)[C:10]2[C:15]([C:16](=[O:18])[CH:17]=1)=[CH:14][C:13]([F:19])=[C:12]([CH3:30])[N:11]=2)[C:2]1[CH:7]=[CH:6][CH:5]=[CH:4][CH:3]=1. The yield is 0.890. (4) The reactants are [CH2:1]([C@@H:8]1[NH:13][CH2:12][CH2:11][N:10]([C:14]2[CH:19]=[CH:18][C:17]([O:20][CH3:21])=[C:16]([O:22][CH:23]3[CH2:27][CH2:26][CH2:25][CH2:24]3)[CH:15]=2)[CH2:9]1)[C:2]1[CH:7]=[CH:6][CH:5]=[CH:4][CH:3]=1.[C:28](OC(=O)C)(=[O:30])[CH3:29]. The catalyst is N1C=CC=CC=1. The product is [CH2:1]([C@H:8]1[CH2:9][N:10]([C:14]2[CH:19]=[CH:18][C:17]([O:20][CH3:21])=[C:16]([O:22][CH:23]3[CH2:27][CH2:26][CH2:25][CH2:24]3)[CH:15]=2)[CH2:11][CH2:12][N:13]1[C:28](=[O:30])[CH3:29])[C:2]1[CH:3]=[CH:4][CH:5]=[CH:6][CH:7]=1. The yield is 0.970. (5) The reactants are C([N:8]([CH2:54][C@@H:55]([C:64]1[CH:73]=[CH:72][C:71]([O:74]CC2C=CC=CC=2)=[C:70]2[C:65]=1[CH:66]=[CH:67][C:68](=[O:82])[NH:69]2)[O:56][Si:57]([C:60]([CH3:63])([CH3:62])[CH3:61])([CH3:59])[CH3:58])[CH2:9][CH2:10][C:11]1[CH:16]=[CH:15][C:14]([NH:17][C:18]([C:20]2[CH:21]=[C:22]([CH2:26][NH:27][C:28]([CH2:30][CH2:31][N:32]3[CH2:37][CH2:36][CH:35]([O:38][C:39](=[O:53])[NH:40][C:41]4[CH:46]=[CH:45][CH:44]=[CH:43][C:42]=4[C:47]4[CH:52]=[CH:51][CH:50]=[CH:49][CH:48]=4)[CH2:34][CH2:33]3)=[O:29])[CH:23]=[CH:24][CH:25]=2)=[O:19])=[CH:13][CH:12]=1)C1C=CC=CC=1. The catalyst is CCO.CC(O)=O.[Pd]. The product is [Si:57]([O:56][C@H:55]([C:64]1[CH:73]=[CH:72][C:71]([OH:74])=[C:70]2[C:65]=1[CH:66]=[CH:67][C:68](=[O:82])[NH:69]2)[CH2:54][NH:8][CH2:9][CH2:10][C:11]1[CH:12]=[CH:13][C:14]([NH:17][C:18]([C:20]2[CH:21]=[C:22]([CH2:26][NH:27][C:28]([CH2:30][CH2:31][N:32]3[CH2:37][CH2:36][CH:35]([O:38][C:39](=[O:53])[NH:40][C:41]4[CH:46]=[CH:45][CH:44]=[CH:43][C:42]=4[C:47]4[CH:52]=[CH:51][CH:50]=[CH:49][CH:48]=4)[CH2:34][CH2:33]3)=[O:29])[CH:23]=[CH:24][CH:25]=2)=[O:19])=[CH:15][CH:16]=1)([C:60]([CH3:63])([CH3:61])[CH3:62])([CH3:59])[CH3:58]. The yield is 0.760. (6) The reactants are [C:1]([O:5][C:6]([N:8]([CH2:26][C:27]([O:29][C:30]([CH3:33])([CH3:32])[CH3:31])=[O:28])[C:9]1[CH:14]=[CH:13][CH:12]=[C:11]([CH2:15][NH:16][S:17]([C:20]2[CH:25]=[CH:24][CH:23]=[CH:22][N:21]=2)(=[O:19])=[O:18])[N:10]=1)=[O:7])([CH3:4])([CH3:3])[CH3:2].[CH3:34][C:35]([CH3:48])([CH2:45][CH2:46][CH3:47])[CH2:36][C:37]1[CH:44]=[CH:43][C:40]([CH2:41]O)=[CH:39][CH:38]=1.C(P(CCCC)CCCC)CCC.CN(C)C(N=NC(N(C)C)=O)=O. The catalyst is O1CCCC1. The product is [C:1]([O:5][C:6]([N:8]([CH2:26][C:27]([O:29][C:30]([CH3:33])([CH3:32])[CH3:31])=[O:28])[C:9]1[CH:14]=[CH:13][CH:12]=[C:11]([CH:15]([CH2:41][C:40]2[CH:43]=[CH:44][C:37]([CH2:36][C:35]([CH3:34])([CH3:48])[CH2:45][CH2:46][CH3:47])=[CH:38][CH:39]=2)[NH:16][S:17]([C:20]2[CH:25]=[CH:24][CH:23]=[CH:22][N:21]=2)(=[O:19])=[O:18])[N:10]=1)=[O:7])([CH3:4])([CH3:3])[CH3:2]. The yield is 0.920. (7) The reactants are [I:1][C:2]1[N:3]=[C:4]([C:8]2[CH:13]=[CH:12][CH:11]=[CH:10][N:9]=2)[NH:5][C:6]=1I.CN(C)C=O.S([O-])([O-])=O.[Na+].[Na+]. The catalyst is O. The product is [I:1][C:2]1[NH:3][C:4]([C:8]2[CH:13]=[CH:12][CH:11]=[CH:10][N:9]=2)=[N:5][CH:6]=1. The yield is 0.880.